This data is from Reaction yield outcomes from USPTO patents with 853,638 reactions. The task is: Predict the reaction yield, written as a fraction of the theoretical maximum amount of product (1.0 means a 100% yield; for example, 0.34 means a 34% yield). (1) The reactants are [NH:1]([C:5]1[C:14]2[C:9](=[C:10]([Cl:15])[CH:11]=[CH:12][CH:13]=2)[CH:8]=[CH:7][CH:6]=1)C(C)=O.[OH-].[Na+]. The catalyst is CCO. The product is [NH2:1][C:5]1[C:14]2[C:9](=[C:10]([Cl:15])[CH:11]=[CH:12][CH:13]=2)[CH:8]=[CH:7][CH:6]=1. The yield is 0.980. (2) The reactants are Br[C:2]1[CH:3]=[C:4]2[C:8](=[N:9][CH:10]=1)[NH:7][CH:6]=[CH:5]2.[C:11]1([SH:17])[CH:16]=[CH:15][CH:14]=[CH:13][CH:12]=1.CC(C)([O-])C.[Na+]. The catalyst is CCO.C1C=CC([P]([Pd]([P](C2C=CC=CC=2)(C2C=CC=CC=2)C2C=CC=CC=2)([P](C2C=CC=CC=2)(C2C=CC=CC=2)C2C=CC=CC=2)[P](C2C=CC=CC=2)(C2C=CC=CC=2)C2C=CC=CC=2)(C2C=CC=CC=2)C2C=CC=CC=2)=CC=1. The product is [C:11]1([S:17][C:2]2[CH:3]=[C:4]3[CH:5]=[CH:6][NH:7][C:8]3=[N:9][CH:10]=2)[CH:16]=[CH:15][CH:14]=[CH:13][CH:12]=1. The yield is 0.250. (3) The reactants are N[C:2]1[C:7]([N+:8]([O-:10])=[O:9])=[CH:6][C:5]([Cl:11])=[CH:4][N:3]=1.Br[C:13]1[C:18]([N+:19]([O-:21])=[O:20])=[CH:17][C:16]([Cl:22])=[CH:15][N:14]=1.I([O-])(=O)(=O)=O.[Na+].[OH2:29]. The catalyst is C1COCC1.[Os](=O)(=O)(=O)=O. The product is [Cl:11][C:5]1[CH:6]=[C:7]([N+:8]([O-:10])=[O:9])[C:2]([CH:13]=[O:29])=[N:3][CH:4]=1.[Cl:22][C:16]1[CH:17]=[C:18]([N+:19]([O-:21])=[O:20])[C:13]([CH:2]=[CH2:7])=[N:14][CH:15]=1. The yield is 0.720.